This data is from Peptide-MHC class II binding affinity with 134,281 pairs from IEDB. The task is: Regression. Given a peptide amino acid sequence and an MHC pseudo amino acid sequence, predict their binding affinity value. This is MHC class II binding data. (1) The peptide sequence is FTVQKGSDPKKLVLD. The MHC is HLA-DPA10201-DPB10501 with pseudo-sequence HLA-DPA10201-DPB10501. The binding affinity (normalized) is 0.116. (2) The peptide sequence is TGEAHLAEENEGDNA. The MHC is DRB1_0405 with pseudo-sequence DRB1_0405. The binding affinity (normalized) is 0. (3) The peptide sequence is ASLMRGLSSRKRRSH. The MHC is DRB1_0801 with pseudo-sequence DRB1_0801. The binding affinity (normalized) is 0.309. (4) The peptide sequence is TEAVQKIATESIVIWGKTPKFRL. The MHC is HLA-DQA10201-DQB10202 with pseudo-sequence HLA-DQA10201-DQB10202. The binding affinity (normalized) is 0.406. (5) The peptide sequence is GIHTVFGSAFQGLFG. The MHC is DRB1_0701 with pseudo-sequence DRB1_0701. The binding affinity (normalized) is 0.368. (6) The peptide sequence is RGTHPFSRIRDGLQY. The MHC is DRB3_0301 with pseudo-sequence DRB3_0301. The binding affinity (normalized) is 0. (7) The peptide sequence is QEPFKNLKTGKYAKM. The MHC is DRB1_0802 with pseudo-sequence DRB1_0802. The binding affinity (normalized) is 0.367.